Dataset: Orexin1 receptor HTS with 218,158 compounds and 233 confirmed actives. Task: Binary Classification. Given a drug SMILES string, predict its activity (active/inactive) in a high-throughput screening assay against a specified biological target. (1) The molecule is Clc1ccc(NC(=O)N2CCC=CC2)cc1. The result is 0 (inactive). (2) The drug is O=C/1CC(CC(=O)C1=C\Nc1cc2OCOc2cc1)(C)C. The result is 0 (inactive).